Task: Regression. Given a target protein amino acid sequence and a drug SMILES string, predict the binding affinity score between them. We predict pIC50 (pIC50 = -log10(IC50 in M); higher means more potent). Dataset: bindingdb_ic50.. Dataset: Drug-target binding data from BindingDB using IC50 measurements The pIC50 is 4.3. The target protein sequence is TKPRFTTGLVYDTLMLKHQCTCGSSSSHPEHAGRIQSIWSRLQETGLRGKCECIRGRKATLEELQTVHSEAHTLLYGTNPLNGSGSDSKKLLGSLASVFVRLPCGGVGVDSDTIWNEVHSAGAARLAVGCVVELVFKVATGELKNGFAVVRPPGHHAEESTPMGFCYFNSVAVAAKLLQQRLSVSKILIVDWDVHHGNGTQQAFYSDPSVLYMSLHRYDDGNFFPGSGAPDEVGTGPGVGFNVNMAFTGGLDPPMGDAEYLAAFRTVVMPIASEFAPDVVLVSSGFDAVEGHPTPLGGYNLSARCFGYLTKQLMGLAGGRIVLALEGGHDLTAICDASEACVSALLGNELDPLPEKVLQQRPNANAVRSMEKVMEIHSKYWRCLQRTTSTAGRSLIEAQTCENEEAETVT. The small molecule is O=C(NO)[C@@]1(F)[C@H](c2ccccc2)[C@H]1c1ccnc(C2CC2)c1.